The task is: Predict the product of the given reaction.. This data is from Forward reaction prediction with 1.9M reactions from USPTO patents (1976-2016). Given the reactants CS(O[CH2:6][CH2:7][O:8][CH2:9][CH2:10][O:11][CH2:12][CH2:13][O:14][CH2:15][CH2:16][O:17][CH2:18][CH2:19][O:20][C:21]12[CH2:30][CH:25]3[CH2:26][CH:27]([CH2:29][CH:23]([CH2:24]3)[CH2:22]1)[CH2:28]2)(=O)=O.[N-:31]=[N+:32]=[N-:33].[Na+], predict the reaction product. The product is: [C:21]12([O:20][CH2:19][CH2:18][O:17][CH2:16][CH2:15][O:14][CH2:13][CH2:12][O:11][CH2:10][CH2:9][O:8][CH2:7][CH2:6][N:31]=[N+:32]=[N-:33])[CH2:30][CH:25]3[CH2:26][CH:27]([CH2:29][CH:23]([CH2:24]3)[CH2:22]1)[CH2:28]2.